Dataset: Reaction yield outcomes from USPTO patents with 853,638 reactions. Task: Predict the reaction yield, written as a fraction of the theoretical maximum amount of product (1.0 means a 100% yield; for example, 0.34 means a 34% yield). (1) The reactants are [CH3:1][O:2][C:3]([C:5]1[C:10](Cl)=[N:9][CH:8]=[CH:7][N:6]=1)=[O:4].[NH2:12][CH2:13][C:14]1[CH:19]=[CH:18][N:17]=[CH:16][CH:15]=1. The catalyst is CC(O)C. The product is [CH3:1][O:2][C:3]([C:5]1[C:10]([NH:12][CH2:13][C:14]2[CH:19]=[CH:18][N:17]=[CH:16][CH:15]=2)=[N:9][CH:8]=[CH:7][N:6]=1)=[O:4]. The yield is 0.440. (2) The reactants are [N:1]([CH:4]([C:6]1[N:7]([C:17]2[CH:22]=[CH:21][CH:20]=[CH:19][CH:18]=2)[C:8](=[O:16])[C:9]2[N:10]([CH:12]=[CH:13][C:14]=2[CH3:15])[CH:11]=1)[CH3:5])=[N+]=[N-].C1(P(C2C=CC=CC=2)C2C=CC=CC=2)C=CC=CC=1.N.O. The catalyst is C1COCC1. The product is [NH2:1][CH:4]([C:6]1[N:7]([C:17]2[CH:22]=[CH:21][CH:20]=[CH:19][CH:18]=2)[C:8](=[O:16])[C:9]2[N:10]([CH:12]=[CH:13][C:14]=2[CH3:15])[CH:11]=1)[CH3:5]. The yield is 0.826. (3) The product is [C:15]1([CH:14]([C:21]2[CH:26]=[CH:25][CH:24]=[CH:23][CH:22]=2)[CH2:13][NH:12][C:10]2[C:9]3[C:4](=[CH:5][CH:6]=[CH:7][CH:8]=3)[N:3]=[C:2]([C:35]3[CH:36]=[C:37]4[C:42](=[CH:43][CH:44]=3)[N:41]=[CH:40][CH:39]=[N:38]4)[N:11]=2)[CH:20]=[CH:19][CH:18]=[CH:17][CH:16]=1. The reactants are Cl[C:2]1[N:11]=[C:10]([NH:12][CH2:13][CH:14]([C:21]2[CH:26]=[CH:25][CH:24]=[CH:23][CH:22]=2)[C:15]2[CH:20]=[CH:19][CH:18]=[CH:17][CH:16]=2)[C:9]2[C:4](=[CH:5][CH:6]=[CH:7][CH:8]=2)[N:3]=1.CC1(C)C(C)(C)OB([C:35]2[CH:36]=[C:37]3[C:42](=[CH:43][CH:44]=2)[N:41]=[CH:40][CH:39]=[N:38]3)O1.C(NC1C2C(=CC=CC=2)N=C(C2SC3C=CC=CC=3C=2)N=1)(C1C=CC=CC=1)C1C=CC=CC=1. The catalyst is C1CCCCC1.CCOC(C)=O. The yield is 0.900. (4) The reactants are [F:1][C:2]1[CH:8]=[C:7]([N:9]2[CH:13]=[N:12][C:11]([CH3:14])=[N:10]2)[C:6]([O:15][CH3:16])=[CH:5][C:3]=1[NH2:4].[C:17](N1C=CC=CC1=O)(N1C=CC=CC1=O)=[S:18]. The catalyst is ClCCl. The product is [F:1][C:2]1[C:3]([N:4]=[C:17]=[S:18])=[CH:5][C:6]([O:15][CH3:16])=[C:7]([N:9]2[CH:13]=[N:12][C:11]([CH3:14])=[N:10]2)[CH:8]=1. The yield is 0.750. (5) The reactants are [OH:1][C@@H:2]([CH:6]([CH3:8])[CH3:7])[C:3]([OH:5])=[O:4].O1[B:14]([C@@H:15]([NH:20][C:21](=[O:34])[CH2:22][NH:23][C:24](=[O:33])[C:25]2[CH:30]=[C:29]([Cl:31])[CH:28]=[CH:27][C:26]=2[Cl:32])[CH2:16][CH:17]([CH3:19])[CH3:18])O[B:14]([C@@H:15]([NH:20][C:21](=[O:34])[CH2:22][NH:23][C:24](=[O:33])[C:25]2[CH:30]=[C:29]([Cl:31])[CH:28]=[CH:27][C:26]=2[Cl:32])[CH2:16][CH:17]([CH3:19])[CH3:18])O[B:14]1[C@@H:15]([NH:20][C:21](=[O:34])[CH2:22][NH:23][C:24](=[O:33])[C:25]1[CH:30]=[C:29]([Cl:31])[CH:28]=[CH:27][C:26]=1[Cl:32])[CH2:16][CH:17]([CH3:19])[CH3:18]. The catalyst is CCOC(C)=O. The product is [Cl:32][C:26]1[CH:27]=[CH:28][C:29]([Cl:31])=[CH:30][C:25]=1[C:24]([NH:23][CH2:22][C:21]([NH:20][C@H:15]([B:14]1[O:1][C@@H:2]([CH:6]([CH3:8])[CH3:7])[C:3](=[O:5])[O:4]1)[CH2:16][CH:17]([CH3:19])[CH3:18])=[O:34])=[O:33]. The yield is 0.990. (6) The reactants are [Cl:1][C:2]1[CH:3]=[N:4][N:5]([CH3:15])[C:6]=1[C:7]1[S:8][C:9]([C:12]([OH:14])=O)=[CH:10][N:11]=1.C1CN([P+](Br)(N2CCCC2)N2CCCC2)CC1.F[P-](F)(F)(F)(F)F.CCN(C(C)C)C(C)C.[NH2:49][C@@H:50]([CH2:63][C:64]1[CH:69]=[CH:68][CH:67]=[C:66]([F:70])[CH:65]=1)[CH2:51][N:52]1[C:60](=[O:61])[C:59]2[C:54](=[CH:55][CH:56]=[CH:57][CH:58]=2)[C:53]1=[O:62]. The catalyst is C(Cl)(Cl)Cl. The product is [Cl:1][C:2]1[CH:3]=[N:4][N:5]([CH3:15])[C:6]=1[C:7]1[S:8][C:9]([C:12]([NH:49][C@@H:50]([CH2:63][C:64]2[CH:69]=[CH:68][CH:67]=[C:66]([F:70])[CH:65]=2)[CH2:51][N:52]2[C:60](=[O:61])[C:59]3[C:54](=[CH:55][CH:56]=[CH:57][CH:58]=3)[C:53]2=[O:62])=[O:14])=[CH:10][N:11]=1. The yield is 0.160. (7) The reactants are [C:1](Cl)(=[O:4])[CH:2]=[CH2:3].[CH3:6][NH:7][CH2:8][C:9]1[C:17]2[C:12](=[CH:13][CH:14]=[CH:15][CH:16]=2)[NH:11][CH:10]=1.CCN(CC)CC. The catalyst is C(Cl)Cl. The product is [NH:11]1[C:12]2[C:17](=[CH:16][CH:15]=[CH:14][CH:13]=2)[C:9]([CH2:8][N:7]([CH3:6])[C:1](=[O:4])[CH:2]=[CH2:3])=[CH:10]1. The yield is 0.800.